From a dataset of Forward reaction prediction with 1.9M reactions from USPTO patents (1976-2016). Predict the product of the given reaction. (1) Given the reactants [Cl:1][C:2]1[CH:7]=[CH:6][C:5]([N:8]2[C:13](=[O:14])[C:12]3[C:15]([S:24]([CH3:27])(=[O:26])=[O:25])=[N:16][N:17]([C:18]4[CH:23]=[CH:22][CH:21]=[CH:20][CH:19]=4)[C:11]=3[N:10]=[C:9]2[C:28]2[CH:33]=[CH:32][C:31]([C:34]3[CH:39]=[CH:38][N:37]=[C:36](Cl)[N:35]=3)=[CH:30][CH:29]=2)=[CH:4][CH:3]=1.[O:41]([C:43]1[CH:50]=[CH:49][C:46]([CH2:47][NH2:48])=[CH:45][CH:44]=1)[CH3:42], predict the reaction product. The product is: [Cl:1][C:2]1[CH:3]=[CH:4][C:5]([N:8]2[C:13](=[O:14])[C:12]3[C:15]([S:24]([CH3:27])(=[O:26])=[O:25])=[N:16][N:17]([C:18]4[CH:23]=[CH:22][CH:21]=[CH:20][CH:19]=4)[C:11]=3[N:10]=[C:9]2[C:28]2[CH:33]=[CH:32][C:31]([C:34]3[CH:39]=[CH:38][N:37]=[C:36]([NH:48][CH2:47][C:46]4[CH:49]=[CH:50][C:43]([O:41][CH3:42])=[CH:44][CH:45]=4)[N:35]=3)=[CH:30][CH:29]=2)=[CH:6][CH:7]=1. (2) Given the reactants C(OC(C1N(CC2C=CC(C3C=CC=CC=3[C:24]3[N:28]([C:29]([C:42]4[CH:47]=[CH:46][CH:45]=[CH:44][CH:43]=4)([C:36]4[CH:41]=[CH:40][CH:39]=[CH:38][CH:37]=4)[C:30]4[CH:35]=[CH:34][CH:33]=[CH:32][CH:31]=4)[N:27]=[N:26][N:25]=3)=CC=2)C(CCC)=NC=1CSCCOS(C)(=O)=O)=O)C.C(OC(C1N(CC2C=CC(C3C=CC=CC=3C3N(C(C4C=CC=CC=4)(C4C=CC=CC=4)C4C=CC=CC=4)N=NN=3)=CC=2)C(CCC)=NC=1CSCCSC1C=CC(O)=CC=1)=O)C, predict the reaction product. The product is: [C:42]1([C:29]([C:30]2[CH:31]=[CH:32][CH:33]=[CH:34][CH:35]=2)([C:36]2[CH:37]=[CH:38][CH:39]=[CH:40][CH:41]=2)[N:28]2[CH:24]=[N:25][N:26]=[N:27]2)[CH:47]=[CH:46][CH:45]=[CH:44][CH:43]=1.